From a dataset of Experimentally validated miRNA-target interactions with 360,000+ pairs, plus equal number of negative samples. Binary Classification. Given a miRNA mature sequence and a target amino acid sequence, predict their likelihood of interaction. (1) The miRNA is hsa-miR-4768-3p with sequence CCAGGAGAUCCAGAGAGAAU. The protein sequence of the target gene is MLEVHIPSVGPEAEGPRQSPEKSHMVFRVEVLCSGRRHTVPRRYSEFHALHKRIKKLYKVPDFPSKRLPNWRTRGLEQRRQGLEAYIQGILYLNQEVPKELLEFLRLRHFPTDPKASNWGTLREFLPGDSSSQQHQRPVLSFHVDPYVCNPSPESLPNVVVNGVLQGLYSFSISPDKAQPKAACHPAPLPPMP. Result: 1 (interaction). (2) The miRNA is hsa-miR-764 with sequence GCAGGUGCUCACUUGUCCUCCU. The protein sequence of the target gene is MAGLGASLHVWGWLMLGSCLLARAQLDSDGTITIEEQIVLVLKAKVQCELNITAQLQEGEGNCFPEWDGLICWPRGTVGKISAVPCPPYIYDFNHKGVAFRHCNPNGTWDFMHSLNKTWANYSDCLRFLQPDISIGKQEFFERLYVMYTVGYSISFGSLAVAILIIGYFRRLHCTRNYIHMHLFVSFMLRATSIFVKDRVVHAHIGVKELESLIMQDDPQNSIEATSVDKSQYIGCKIAVVMFIYFLATNYYWILVEGLYLHNLIFVAFFSDTKYLWGFILIGWGFPAAFVAAWAVARAT.... Result: 0 (no interaction). (3) The miRNA is hsa-miR-335-5p with sequence UCAAGAGCAAUAACGAAAAAUGU. The protein sequence of the target gene is MKLANWYWLSSAVLATYGFLVVANNETEEIKDERAKDVCPVRLESRGKCEEAGECPYQVSLPPLTIQLPKQFSRIEEVFKEVQNLKEIVNSLKKSCQDCKLQADDNGDPGRNGLLLPSTGAPGEVGDNRVRELESEVNKLSSELKNAKEEINVLHGRLEKLNLVNMNNIENYVDSKVANLTFVVNSLDGKCSKCPSQEQIQSRPVQHLIYKDCSDYYAIGKRSSETYRVTPDPKNSSFEVYCDMETMGGGWTVLQARLDGSTNFTRTWQDYKAGFGNLRREFWLGNDKIHLLTKSKEMIL.... Result: 1 (interaction). (4) The miRNA is mmu-miR-505-5p with sequence GGGAGCCAGGAAGUAUUGAUGUU. The protein sequence of the target gene is MDSEYYSGDQSDDGGATPVQDERDSGSDGEDGVTEQHSGSDTGSVDHHSENETSDREDGLAKIHNGTDSENDEPSNANASDSESEELHRPKDSDSDSEEHAESPASDSENEPVNQHGSDSENEELLNGHASDSEKEEVSKHAASDSEAEDTLQPQVSESDSEDPPRPQASDSENEEPPKPRISDSESEELPKPRVSDSESEDPPRPQASDSESEELPKPRVSDSESEDPPRPQASDSESEELPKPRVSDSESEDPQKGPASDSEAEDASRHKEKPDSDDSDGENKREDSEVQNESDGHTD.... Result: 1 (interaction).